Dataset: Catalyst prediction with 721,799 reactions and 888 catalyst types from USPTO. Task: Predict which catalyst facilitates the given reaction. Reactant: Cl.[Br:2][C:3]1[CH:8]=[CH:7][C:6]([CH:9]2[CH2:13][CH2:12][CH2:11][NH:10]2)=[CH:5][CH:4]=1.C=O.[BH-](OC(C)=O)(OC(C)=O)O[C:18](C)=O.[Na+]. Product: [Br:2][C:3]1[CH:4]=[CH:5][C:6]([CH:9]2[CH2:13][CH2:12][CH2:11][N:10]2[CH3:18])=[CH:7][CH:8]=1. The catalyst class is: 5.